This data is from Full USPTO retrosynthesis dataset with 1.9M reactions from patents (1976-2016). The task is: Predict the reactants needed to synthesize the given product. Given the product [C:1]1([CH2:7][CH2:8][CH2:9][C:10]2[O:14][N:13]=[C:12]([C:15]([OH:17])=[O:16])[CH:11]=2)[CH:6]=[CH:5][CH:4]=[CH:3][CH:2]=1, predict the reactants needed to synthesize it. The reactants are: [C:1]1([CH2:7][CH2:8][CH2:9][C:10]2[O:14][N:13]=[C:12]([C:15]([O:17]CC)=[O:16])[CH:11]=2)[CH:6]=[CH:5][CH:4]=[CH:3][CH:2]=1.C(O)C.[OH-].[K+].